Predict the reaction yield, written as a fraction of the theoretical maximum amount of product (1.0 means a 100% yield; for example, 0.34 means a 34% yield). From a dataset of Reaction yield outcomes from USPTO patents with 853,638 reactions. (1) The yield is 0.450. The reactants are CS(C)=O.C(Cl)(=O)C(Cl)=O.[CH3:11][N:12]1[CH2:17][CH2:16][C:15]2[S:18][C:19]([CH2:21][OH:22])=[CH:20][C:14]=2[CH2:13]1.C(N(CC)CC)C. The product is [CH3:11][N:12]1[CH2:17][CH2:16][C:15]2[S:18][C:19]([CH:21]=[O:22])=[CH:20][C:14]=2[CH2:13]1. The catalyst is C(Cl)Cl. (2) The catalyst is C(Cl)Cl. The reactants are [Br:1][C:2]1[CH:7]=[CH:6][C:5]([CH2:8]O)=[CH:4][C:3]=1[F:10].P(Br)(Br)[Br:12].C([O-])([O-])=O.[Na+].[Na+]. The yield is 0.611. The product is [Br:1][C:2]1[CH:7]=[CH:6][C:5]([CH2:8][Br:12])=[CH:4][C:3]=1[F:10]. (3) The reactants are [C:1]([C:5]1[N:9]([CH2:10][CH:11]2[CH2:16][CH2:15][O:14][CH2:13][CH2:12]2)[C:8]2[CH:17]=[CH:18][C:19]([S:21](Cl)(=[O:23])=[O:22])=[CH:20][C:7]=2[N:6]=1)([CH3:4])([CH3:3])[CH3:2].[CH3:25][NH:26][C:27]1[CH:32]=[CH:31][CH:30]=[CH:29][CH:28]=1. The catalyst is CN(C1C=CN=CC=1)C.CC#N. The product is [C:1]([C:5]1[N:9]([CH2:10][CH:11]2[CH2:16][CH2:15][O:14][CH2:13][CH2:12]2)[C:8]2[CH:17]=[CH:18][C:19]([S:21]([N:26]([CH3:25])[C:27]3[CH:32]=[CH:31][CH:30]=[CH:29][CH:28]=3)(=[O:23])=[O:22])=[CH:20][C:7]=2[N:6]=1)([CH3:4])([CH3:3])[CH3:2]. The yield is 0.380. (4) The reactants are [F:1][C:2]1[C:25]([NH:26][C:27]([NH:29][C:30]2[CH:31]=[N:32][C:33]([CH3:36])=[CH:34][CH:35]=2)=[O:28])=[CH:24][CH:23]=[CH:22][C:3]=1[CH2:4][N:5]1[CH2:10][CH2:9][N:8]([C:11](OCC2C=CC=CC=2)=[O:12])[C@H:7]([CH3:21])[CH2:6]1.CCN(CC)CC.ClC(OC1C=CC([N+]([O-])=O)=CC=1)=O.[NH:57]1[CH2:60][CH2:59][CH2:58]1. The catalyst is CO.C1COCC1.[Pd]. The product is [N:57]1([C:11]([N:8]2[CH2:9][CH2:10][N:5]([CH2:4][C:3]3[C:2]([F:1])=[C:25]([NH:26][C:27]([NH:29][C:30]4[CH:31]=[N:32][C:33]([CH3:36])=[CH:34][CH:35]=4)=[O:28])[CH:24]=[CH:23][CH:22]=3)[CH2:6][C@H:7]2[CH3:21])=[O:12])[CH2:60][CH2:59][CH2:58]1. The yield is 0.280. (5) The reactants are [Cl:1][C:2]1[N:3]=[CH:4][C:5]2[N:11]([CH3:12])[C:10](=[O:13])[C:9]([CH3:15])([CH3:14])[CH2:8][NH:7][C:6]=2[N:16]=1.[CH2:17](Br)[C:18]1[CH:23]=[CH:22][CH:21]=[CH:20][CH:19]=1.[H-].[Na+]. The catalyst is CC(N(C)C)=O. The product is [CH2:17]([N:7]1[CH2:8][C:9]([CH3:14])([CH3:15])[C:10](=[O:13])[N:11]([CH3:12])[C:5]2[CH:4]=[N:3][C:2]([Cl:1])=[N:16][C:6]1=2)[C:18]1[CH:23]=[CH:22][CH:21]=[CH:20][CH:19]=1. The yield is 0.910. (6) The reactants are Cl[Sn]Cl.[F:4][C:5]1[C:10]([O:11][CH2:12][CH2:13][O:14][CH3:15])=[CH:9][N:8]=[C:7]2[NH:16][CH:17]=[C:18]([N+:19]([O-])=O)[C:6]=12.[OH-].[Na+]. The catalyst is Cl. The product is [F:4][C:5]1[C:10]([O:11][CH2:12][CH2:13][O:14][CH3:15])=[CH:9][N:8]=[C:7]2[NH:16][CH:17]=[C:18]([NH2:19])[C:6]=12. The yield is 0.950. (7) The reactants are [CH:1]([O:4][C:5]([C:7]1[C:12](=[O:13])[N:11]([CH2:14][C:15]2[CH:20]=[CH:19][CH:18]=[C:17]([F:21])[CH:16]=2)[C:10]2[CH:22]=[CH:23][S:24][C:9]=2[C:8]=1[N:25]1[CH2:30][CH2:29][NH:28][CH2:27][CH2:26]1)=[O:6])([CH3:3])[CH3:2].C1C=CC2N(O)N=NC=2C=1.CCN=C=NCCCN(C)C.Cl.C(N(CC)CC)C.[F:60][C:61]1[S:65][C:64]([C:66](O)=[O:67])=[CH:63][CH:62]=1.C([O-])(O)=O.[Na+]. No catalyst specified. The product is [CH:1]([O:4][C:5]([C:7]1[C:12](=[O:13])[N:11]([CH2:14][C:15]2[CH:20]=[CH:19][CH:18]=[C:17]([F:21])[CH:16]=2)[C:10]2[CH:22]=[CH:23][S:24][C:9]=2[C:8]=1[N:25]1[CH2:26][CH2:27][N:28]([C:66]([C:64]2[S:65][C:61]([F:60])=[CH:62][CH:63]=2)=[O:67])[CH2:29][CH2:30]1)=[O:6])([CH3:3])[CH3:2]. The yield is 0.830. (8) The reactants are [CH2:1]([O:8][C:9]([N:11]([CH2:29][C:30]1[CH:35]=[CH:34][C:33](Br)=[CH:32][C:31]=1[F:37])[CH2:12][CH2:13][CH2:14][NH:15][CH:16]1[CH2:21][CH2:20][N:19]([C:22]([O:24][C:25]([CH3:28])([CH3:27])[CH3:26])=[O:23])[CH2:18][CH2:17]1)=[O:10])[C:2]1[CH:7]=[CH:6][CH:5]=[CH:4][CH:3]=1.C1(N)CCCCC1N.[CH3:46][S:47]([O-:49])=[O:48].[Na+]. The catalyst is CS(C)=O.CCOC(C)=O. The product is [CH2:1]([O:8][C:9]([N:11]([CH2:29][C:30]1[CH:35]=[CH:34][C:33]([S:47]([CH3:46])(=[O:49])=[O:48])=[CH:32][C:31]=1[F:37])[CH2:12][CH2:13][CH2:14][NH:15][CH:16]1[CH2:21][CH2:20][N:19]([C:22]([O:24][C:25]([CH3:28])([CH3:27])[CH3:26])=[O:23])[CH2:18][CH2:17]1)=[O:10])[C:2]1[CH:7]=[CH:6][CH:5]=[CH:4][CH:3]=1. The yield is 0.560.